This data is from Aqueous solubility values for 9,982 compounds from the AqSolDB database. The task is: Regression/Classification. Given a drug SMILES string, predict its absorption, distribution, metabolism, or excretion properties. Task type varies by dataset: regression for continuous measurements (e.g., permeability, clearance, half-life) or binary classification for categorical outcomes (e.g., BBB penetration, CYP inhibition). For this dataset (solubility_aqsoldb), we predict Y. The molecule is CCN1C(=O)C(C(N)=O)=C(C)/C(=N/Nc2cc(Nc3nc(Cl)nc(Nc4ccc(S(=O)(=O)[O-])c(Nc5nc(N)nc(Cl)n5)c4)n3)c(S(=O)(=O)[O-])cc2S(=O)(=O)[O-])C1=O.[Na+].[Na+].[Na+]. The Y is -0.759 log mol/L.